This data is from Catalyst prediction with 721,799 reactions and 888 catalyst types from USPTO. The task is: Predict which catalyst facilitates the given reaction. (1) Reactant: CC(C)([O-])C.[K+].[CH3:7][O:8][C:9]1[CH:10]=[C:11]([CH:36]=[CH:37][CH:38]=1)[C:12]([C:14]1[CH:19]=[C:18]([C:20]2([C:25]3[CH:30]=[CH:29][C:28]([Cl:31])=[CH:27][CH:26]=3)[O:24][CH2:23][CH2:22][O:21]2)[CH:17]=[CH:16][C:15]=1[NH:32][C:33](=[O:35])[CH3:34])=O. Product: [Cl:31][C:28]1[CH:27]=[CH:26][C:25]([C:20]2([C:18]3[CH:19]=[C:14]4[C:15](=[CH:16][CH:17]=3)[NH:32][C:33](=[O:35])[CH:34]=[C:12]4[C:11]3[CH:36]=[CH:37][CH:38]=[C:9]([O:8][CH3:7])[CH:10]=3)[O:21][CH2:22][CH2:23][O:24]2)=[CH:30][CH:29]=1. The catalyst class is: 57. (2) Reactant: [C:1]([C:3]1[CH:4]=[C:5]([CH:12]=[C:13]([C:15]([F:18])([F:17])[F:16])[CH:14]=1)[C:6](N(OC)C)=[O:7])#[N:2].[CH3:19][Mg]Br.Cl. Product: [C:6]([C:5]1[CH:4]=[C:3]([CH:14]=[C:13]([C:15]([F:18])([F:17])[F:16])[CH:12]=1)[C:1]#[N:2])(=[O:7])[CH3:19]. The catalyst class is: 7. (3) Product: [OH:15][NH:14][C:5](=[NH:6])[C:4]1[CH:7]=[CH:8][C:9]([O:11][CH3:12])=[CH:10][C:3]=1[O:2][CH3:1]. Reactant: [CH3:1][O:2][C:3]1[CH:10]=[C:9]([O:11][CH3:12])[CH:8]=[CH:7][C:4]=1[C:5]#[N:6].Cl.[NH2:14][OH:15].C([O-])([O-])=O.[K+].[K+].Cl. The catalyst class is: 8. (4) Reactant: Cl.[CH2:2]([O:9][CH2:10][CH2:11][C:12](=[NH:15])OC)[C:3]1[CH:8]=[CH:7][CH:6]=[CH:5][CH:4]=1.[C:16]([CH2:18][C:19]([NH:21][NH2:22])=O)#[N:17].[OH-].[Na+]. Product: [CH2:2]([O:9][CH2:10][CH2:11][C:12]1[N:15]=[C:19]([CH2:18][C:16]#[N:17])[NH:21][N:22]=1)[C:3]1[CH:8]=[CH:7][CH:6]=[CH:5][CH:4]=1. The catalyst class is: 5. (5) Reactant: [CH2:1]([C:3]1[CH:8]=[CH:7][CH:6]=[C:5]([O:9][CH2:10][C:11]2[CH:16]=[CH:15][CH:14]=[CH:13][CH:12]=2)[CH:4]=1)[CH3:2].[Br:17]N1C(=O)CCC1=O.S(=O)(=O)(O)O.C(=O)(O)[O-].[Na+].OS([O-])=O.[Na+]. Product: [Br:17][C:8]1[CH:7]=[CH:6][C:5]([O:9][CH2:10][C:11]2[CH:16]=[CH:15][CH:14]=[CH:13][CH:12]=2)=[CH:4][C:3]=1[CH2:1][CH3:2]. The catalyst class is: 56. (6) Reactant: [CH3:1][C:2]1[N:7]=[C:6]([NH2:8])[CH:5]=[CH:4][CH:3]=1.[CH3:9][C:10]([CH3:15])([CH3:14])[C:11](Cl)=[O:12].C(=O)([O-])O.[Na+]. Product: [CH3:9][C:10]([CH3:15])([CH3:14])[C:11]([NH:8][C:6]1[CH:5]=[CH:4][CH:3]=[C:2]([CH3:1])[N:7]=1)=[O:12]. The catalyst class is: 44. (7) Reactant: [H-].[Na+].[CH3:3][C:4]([CH3:21])([O:6][C:7]([CH2:9][CH:10]([C:16]([O:18][CH2:19][CH3:20])=[O:17])[C:11]([O:13][CH2:14][CH3:15])=[O:12])=[O:8])[CH3:5].[Br:22][C:23]1[CH:24]=[C:25]([CH:28]=[C:29]([Br:32])[C:30]=1[F:31])[CH2:26]Br.C(O)(=O)CC(CC(O)=O)(C(O)=O)O. Product: [Br:22][C:23]1[CH:24]=[C:25]([CH2:26][C:10]([C:11]([O:13][CH2:14][CH3:15])=[O:12])([C:16]([O:18][CH2:19][CH3:20])=[O:17])[CH2:9][C:7]([O:6][C:4]([CH3:3])([CH3:5])[CH3:21])=[O:8])[CH:28]=[C:29]([Br:32])[C:30]=1[F:31]. The catalyst class is: 7. (8) Reactant: [CH3:1][O:2][C:3]1[CH:27]=[C:26]([O:28][CH3:29])[CH:25]=[CH:24][C:4]=1[CH2:5][N:6]([C:19]1[S:23][N:22]=[CH:21][N:20]=1)[S:7]([C:10]1[CH:15]=[C:14]([F:16])[C:13](F)=[CH:12][C:11]=1[F:18])(=[O:9])=[O:8].[CH3:30][N:31]1[C:35]([C@H:36]2[CH2:41][CH2:40][CH2:39][CH2:38][C@@H:37]2[OH:42])=[CH:34][CH:33]=[N:32]1.[H-].[Na+]. Product: [CH3:1][O:2][C:3]1[CH:27]=[C:26]([O:28][CH3:29])[CH:25]=[CH:24][C:4]=1[CH2:5][N:6]([C:19]1[S:23][N:22]=[CH:21][N:20]=1)[S:7]([C:10]1[CH:15]=[C:14]([F:16])[C:13]([O:42][C@H:37]2[CH2:38][CH2:39][CH2:40][CH2:41][C@@H:36]2[C:35]2[N:31]([CH3:30])[N:32]=[CH:33][CH:34]=2)=[CH:12][C:11]=1[F:18])(=[O:9])=[O:8]. The catalyst class is: 16. (9) Reactant: [OH:1][CH:2]1[C:7](OC)([O:8]C)[CH2:6][CH2:5][N:4]([C:12]([O:14][C:15]([CH3:18])([CH3:17])[CH3:16])=[O:13])[CH2:3]1.C1(C)C=CC(S(O)(=O)=O)=CC=1. Product: [OH:1][CH:2]1[C:7](=[O:8])[CH2:6][CH2:5][N:4]([C:12]([O:14][C:15]([CH3:18])([CH3:17])[CH3:16])=[O:13])[CH2:3]1. The catalyst class is: 21.